The task is: Predict the reactants needed to synthesize the given product.. This data is from Full USPTO retrosynthesis dataset with 1.9M reactions from patents (1976-2016). (1) Given the product [CH3:20][C:21]1[CH:22]=[CH:23][C:24]([N:30]2[N:34]=[CH:33][CH:32]=[N:31]2)=[C:25]([C:26]([N:12]2[CH2:13][CH2:14][CH2:15][CH2:16][C@H:11]2[CH2:10][C:9]2[CH:17]=[CH:18][CH:19]=[C:7]([N:3]3[N:4]=[CH:5][CH:6]=[N:2]3)[CH:8]=2)=[O:27])[CH:29]=1, predict the reactants needed to synthesize it. The reactants are: Cl.[N:2]1[N:3]([C:7]2[CH:8]=[C:9]([CH:17]=[CH:18][CH:19]=2)[CH2:10][C@@H:11]2[CH2:16][CH2:15][CH2:14][CH2:13][NH:12]2)[N:4]=[CH:5][CH:6]=1.[CH3:20][C:21]1[CH:22]=[CH:23][C:24]([N:30]2[N:34]=[CH:33][CH:32]=[N:31]2)=[C:25]([CH:29]=1)[C:26](O)=[O:27]. (2) Given the product [NH2:27][C:24]1[N:25]=[CH:26][C:21]([C:18]2[N:16]3[N:17]=[C:12]([C:9]4[CH:10]=[CH:11][C:6]([O:5][CH2:4][CH2:3][CH2:2][NH:1][C:35]([CH:32]5[CH2:34][CH2:33]5)=[O:36])=[CH:7][CH:8]=4)[CH:13]=[CH:14][C:15]3=[N:20][CH:19]=2)=[CH:22][C:23]=1[C:28]([F:29])([F:30])[F:31], predict the reactants needed to synthesize it. The reactants are: [NH2:1][CH2:2][CH2:3][CH2:4][O:5][C:6]1[CH:11]=[CH:10][C:9]([C:12]2[CH:13]=[CH:14][C:15]3[N:16]([C:18]([C:21]4[CH:22]=[C:23]([C:28]([F:31])([F:30])[F:29])[C:24]([NH2:27])=[N:25][CH:26]=4)=[CH:19][N:20]=3)[N:17]=2)=[CH:8][CH:7]=1.[CH:32]1([C:35](O)=[O:36])[CH2:34][CH2:33]1.[B-](F)(F)(F)F.CN(C(ON1C(=O)C=CC=C1)=[N+](C)C)C.C(NC(C)C)(C)C.